This data is from Reaction yield outcomes from USPTO patents with 853,638 reactions. The task is: Predict the reaction yield, written as a fraction of the theoretical maximum amount of product (1.0 means a 100% yield; for example, 0.34 means a 34% yield). (1) The reactants are [CH2:1]([O:8][C@H:9]1[C@H:14]([O:15][CH2:16][C:17]2[CH:22]=[CH:21][CH:20]=[CH:19][CH:18]=2)[C@@H:13]([CH2:23][O:24][CH2:25][C:26]2[CH:31]=[CH:30][CH:29]=[CH:28][CH:27]=2)[O:12][C@H:11]([CH2:32][P:33](=[O:40])([O:37][CH2:38][CH3:39])[O:34][CH2:35][CH3:36])[C@@H:10]1[O:41][Si](C(C)(C)C)(C)C)[C:2]1[CH:7]=[CH:6][CH:5]=[CH:4][CH:3]=1.FC(F)(F)C(O)=O.O. The catalyst is C(Cl)Cl. The product is [CH2:1]([O:8][C@H:9]1[C@H:14]([O:15][CH2:16][C:17]2[CH:22]=[CH:21][CH:20]=[CH:19][CH:18]=2)[C@@H:13]([CH2:23][O:24][CH2:25][C:26]2[CH:27]=[CH:28][CH:29]=[CH:30][CH:31]=2)[O:12][C@H:11]([CH2:32][P:33](=[O:40])([O:37][CH2:38][CH3:39])[O:34][CH2:35][CH3:36])[C@@H:10]1[OH:41])[C:2]1[CH:3]=[CH:4][CH:5]=[CH:6][CH:7]=1. The yield is 0.760. (2) The reactants are Br[C:2]1[CH:3]=[C:4]([N:12]2[CH:16]=[CH:15][CH:14]=[N:13]2)[C:5]([N+:9]([O-:11])=[O:10])=[C:6]([NH2:8])[CH:7]=1.[N:17]1[CH:22]=[CH:21][CH:20]=[C:19](B(CC)CC)[CH:18]=1.C(=O)([O-])[O-].[Na+].[Na+]. The catalyst is C1COCC1.C(OCC)(=O)C. The product is [N+:9]([C:5]1[C:4]([N:12]2[CH:16]=[CH:15][CH:14]=[N:13]2)=[CH:3][C:2]([C:19]2[CH:18]=[N:17][CH:22]=[CH:21][CH:20]=2)=[CH:7][C:6]=1[NH2:8])([O-:11])=[O:10]. The yield is 0.600. (3) The reactants are [CH3:1][O:2][C:3]1[CH:4]=[C:5]([NH:11][C:12]2[C:13]3[N:42]=[CH:41][S:40][C:14]=3[N:15]=[C:16]([N:18]3[CH2:23][CH2:22][CH2:21][CH:20]([C:24]([NH:26][C:27]4[CH:39]=[CH:38][C:30]([C:31]([O:33]C(C)(C)C)=[O:32])=[CH:29][CH:28]=4)=[O:25])[CH2:19]3)[N:17]=2)[CH:6]=[CH:7][C:8]=1[O:9][CH3:10].C(O)(C(F)(F)F)=O. The catalyst is C(Cl)Cl. The product is [CH3:1][O:2][C:3]1[CH:4]=[C:5]([NH:11][C:12]2[C:13]3[N:42]=[CH:41][S:40][C:14]=3[N:15]=[C:16]([N:18]3[CH2:23][CH2:22][CH2:21][CH:20]([C:24]([NH:26][C:27]4[CH:28]=[CH:29][C:30]([C:31]([OH:33])=[O:32])=[CH:38][CH:39]=4)=[O:25])[CH2:19]3)[N:17]=2)[CH:6]=[CH:7][C:8]=1[O:9][CH3:10]. The yield is 0.368. (4) The reactants are [NH2:1][C:2]1[NH:6][C:5]2[CH:7]=[C:8]([O:11][C:12]3[CH:13]=[C:14]([NH:18][C:19](=[O:25])[O:20][C:21]([CH3:24])([CH3:23])[CH3:22])[CH:15]=[CH:16][CH:17]=3)[CH:9]=[CH:10][C:4]=2[N:3]=1.[CH:26]1([C:29](Cl)=[O:30])[CH2:28][CH2:27]1.CO.[OH-].[Na+]. The catalyst is N1C=CC=CC=1.CN(C)C1C=CN=CC=1. The product is [CH:26]1([C:29]([NH:1][C:2]2[NH:6][C:5]3[CH:7]=[C:8]([O:11][C:12]4[CH:13]=[C:14]([NH:18][C:19](=[O:25])[O:20][C:21]([CH3:22])([CH3:24])[CH3:23])[CH:15]=[CH:16][CH:17]=4)[CH:9]=[CH:10][C:4]=3[N:3]=2)=[O:30])[CH2:28][CH2:27]1. The yield is 0.980. (5) The reactants are [BH4-].[Na+].[C:3]1([S:9][CH2:10][C:11](=[O:13])[CH3:12])[CH:8]=[CH:7][CH:6]=[CH:5][CH:4]=1. The catalyst is CO. The product is [C:3]1([S:9][CH2:10][CH:11]([OH:13])[CH3:12])[CH:8]=[CH:7][CH:6]=[CH:5][CH:4]=1. The yield is 0.520. (6) The reactants are [CH3:1][O:2][C:3]1[CH:8]=[CH:7][C:6]([N:9]2[CH2:14][CH2:13][N:12](C(OC(C)(C)C)=O)[CH2:11][CH2:10]2)=[CH:5][CH:4]=1.C(=O)(O)[O-].[Na+]. The catalyst is ClCCl.FC(F)(F)C(O)=O. The product is [CH3:1][O:2][C:3]1[CH:4]=[CH:5][C:6]([N:9]2[CH2:14][CH2:13][NH:12][CH2:11][CH2:10]2)=[CH:7][CH:8]=1. The yield is 0.650. (7) The reactants are Cl.[Cl:2][CH2:3][C:4]1[N:5]=[C:6]([NH2:9])[S:7][CH:8]=1.[C:10](O[C:10]([O:12][C:13]([CH3:16])([CH3:15])[CH3:14])=[O:11])([O:12][C:13]([CH3:16])([CH3:15])[CH3:14])=[O:11].C(N(CC)CC)C. The catalyst is CN(C1C=CN=CC=1)C.C1COCC1.C(OCC)(=O)C. The product is [C:13]([O:12][C:10](=[O:11])[NH:9][C:6]1[S:7][CH:8]=[C:4]([CH2:3][Cl:2])[N:5]=1)([CH3:16])([CH3:15])[CH3:14]. The yield is 0.450. (8) The reactants are [CH2:1]([O:3][C:4]([C:6]1[N:7]([CH3:16])[C:8]([CH2:14][CH3:15])=[C:9]([C:12]#[N:13])[C:10]=1I)=[O:5])[CH3:2].[Br:17][C:18]1[CH:23]=[CH:22][C:21](B(O)O)=[CH:20][CH:19]=1.C([O-])([O-])=O.[Na+].[Na+].O1CCOCC1. The catalyst is C(Cl)Cl.O. The product is [CH2:1]([O:3][C:4]([C:6]1[N:7]([CH3:16])[C:8]([CH2:14][CH3:15])=[C:9]([C:12]#[N:13])[C:10]=1[C:21]1[CH:22]=[CH:23][C:18]([Br:17])=[CH:19][CH:20]=1)=[O:5])[CH3:2]. The yield is 0.780. (9) The reactants are N1(C(N[C@@H](CC2[C:24]3[C:19](=CC=CC=3)C=CC=2)C(O)=O)=O)CCOCC1.[CH3:25][O:26][C:27](=[O:72])[NH:28][C@H:29]([C:43](=[O:71])[NH:44][CH2:45][CH2:46][CH2:47][CH2:48][C@H:49]([N:56]([S:61]([C:64]1[CH:69]=[CH:68][C:67]([NH2:70])=[CH:66][CH:65]=1)(=[O:63])=[O:62])[CH2:57][CH:58]([CH3:60])[CH3:59])[CH2:50][O:51][P:52]([OH:55])([OH:54])=[O:53])[CH:30]([C:37]1[CH:42]=[CH:41][CH:40]=[CH:39][CH:38]=1)[C:31]1[CH:36]=[CH:35][CH:34]=[CH:33][CH:32]=1.[B-](F)(F)(F)F.[B-](F)(F)(F)[F:79].[CH2:83]1[N+]2(CCl)CC[N+](F)(CC2)[CH2:84]1. The yield is 0.480. The product is [CH3:25][O:26][C:27](=[O:72])[NH:28][C@H:29]([C:43](=[O:71])[NH:44][CH2:45][CH2:46][CH2:47][CH2:48][C@H:49]([N:56]([S:61]([C:64]1[CH:65]=[CH:66][C:67]([NH2:70])=[C:68]([F:79])[CH:69]=1)(=[O:62])=[O:63])[CH2:57][CH:58]([CH3:60])[CH3:59])[CH2:50][O:51][P:52]([O:55][CH2:24][CH3:19])([O:54][CH2:83][CH3:84])=[O:53])[CH:30]([C:37]1[CH:42]=[CH:41][CH:40]=[CH:39][CH:38]=1)[C:31]1[CH:32]=[CH:33][CH:34]=[CH:35][CH:36]=1. The catalyst is CC#N. (10) The reactants are [Li+].[OH-:2].[C:3]([O:7][C:8]([N:10]([C@H:20]1[CH2:44][CH2:43][C@@:42]2([CH3:45])[C:22](=[CH:23][CH2:24][C@@H:25]3[C@@H:41]2[CH2:40][CH2:39][C@@:38]2([CH3:46])[C@H:26]3[CH2:27][CH2:28][C@@H:29]2[C@H:30]([CH3:37])[CH2:31][CH2:32][CH2:33][CH:34]([CH3:36])[CH3:35])[CH2:21]1)[CH2:11][CH2:12][CH2:13][CH2:14]C(OCC)=O)=[O:9])([CH3:6])([CH3:5])[CH3:4].C1C=CC2N(O)N=NC=2C=1.[CH2:57](Cl)[CH2:58]Cl.CC(CCC[C@H]([C@@H]1[C@]2(C)[C@H]([C@H]3[C@H](CC2)[C@]2(C)C(C[C@@H](N[CH2:89][CH2:90][CH2:91][NH:92][C:93](=[O:122])[CH2:94][CH2:95][NH:96][C:97](=[O:121])CCNC(=O)CCCCCNC4C5=NON=C5C([N+]([O-])=O)=CC=4)CC2)=CC3)CC1)C)C.C[OH:124]. The catalyst is C1COCC1.C(Cl)Cl. The product is [CH3:35][CH:34]([CH2:33][CH2:32][CH2:31][C@H:30]([C@@H:29]1[C@:38]2([CH3:46])[C@H:26]([C@H:25]3[C@H:41]([CH2:40][CH2:39]2)[C@:42]2([CH3:45])[C:22]([CH2:21][C@@H:20]([N:10]([CH2:11][CH2:12][CH2:13][CH2:14][C:97](=[O:121])[NH:96][CH2:95][CH2:94][C:93](=[O:122])[NH:92][CH2:91][CH2:90][C:89]([O:124][CH2:57][CH3:58])=[O:2])[C:8](=[O:9])[O:7][C:3]([CH3:6])([CH3:5])[CH3:4])[CH2:44][CH2:43]2)=[CH:23][CH2:24]3)[CH2:27][CH2:28]1)[CH3:37])[CH3:36]. The yield is 0.860.